This data is from Catalyst prediction with 721,799 reactions and 888 catalyst types from USPTO. The task is: Predict which catalyst facilitates the given reaction. Reactant: Cl.Cl.[CH3:3][N:4]([C@@H:14]1[C@H:19]([CH3:20])[CH2:18][CH2:17][NH:16][CH2:15]1)[C:5]1[CH:10]=[CH:9][N:8]=[C:7]2[NH:11][CH:12]=[N:13][C:6]=12.[C:21]([CH2:23][C:24](O)=[O:25])#[N:22].ON1C2C=CC=CC=2N=N1.CN(C)CCCN=C=NCC. Product: [N:13]1[C:6]2[C:7](=[N:8][CH:9]=[CH:10][C:5]=2[N:4]([CH3:3])[C@@H:14]2[C@H:19]([CH3:20])[CH2:18][CH2:17][N:16]([C:24](=[O:25])[CH2:23][C:21]#[N:22])[CH2:15]2)[NH:11][CH:12]=1. The catalyst class is: 9.